Predict the product of the given reaction. From a dataset of Forward reaction prediction with 1.9M reactions from USPTO patents (1976-2016). (1) Given the reactants [N:1]([CH2:4][C@@H:5]([N:13]([CH3:17])[C:14](=[O:16])[O-:15])[CH2:6][C@H:7]1[CH2:12][CH2:11][CH2:10][O:9][CH2:8]1)=[N+]=[N-], predict the reaction product. The product is: [NH2:1][CH2:4][C@@H:5]([N:13]([CH3:17])[C:14](=[O:16])[O:15][C:7]([CH3:12])([CH3:8])[CH3:6])[CH2:6][C@H:7]1[CH2:12][CH2:11][CH2:10][O:9][CH2:8]1. (2) Given the reactants Cl.Cl.[CH3:3][C:4]1[N:5]=[C:6]([S:10][CH2:11][C:12]2[N:17]=[C:16]([NH:18][CH2:19][CH:20]3[CH2:25][CH2:24][CH2:23][NH:22][CH2:21]3)[CH:15]=[C:14]([N:26]3[CH2:31][CH2:30][O:29][CH2:28][CH2:27]3)[CH:13]=2)[O:7][C:8]=1[CH3:9].C(=O)([O-])[O-].[K+].[K+].Cl[C:39]([O:41][CH3:42])=[O:40].O, predict the reaction product. The product is: [CH3:42][O:41][C:39]([N:22]1[CH2:23][CH2:24][CH2:25][CH:20]([CH2:19][NH:18][C:16]2[CH:15]=[C:14]([N:26]3[CH2:27][CH2:28][O:29][CH2:30][CH2:31]3)[CH:13]=[C:12]([CH2:11][S:10][C:6]3[O:7][C:8]([CH3:9])=[C:4]([CH3:3])[N:5]=3)[N:17]=2)[CH2:21]1)=[O:40]. (3) Given the reactants [CH2:1]([N:8]1[CH2:12][C@@H:11]([CH3:13])[C@H:10]([C:14]2[NH:19][C:18](=[O:20])[C:17]([CH2:21][N:22]3C(=O)C4C(=CC=CC=4)C3=O)=[N:16][N:15]=2)[CH2:9]1)[C:2]1[CH:7]=[CH:6][CH:5]=[CH:4][CH:3]=1.O.NN, predict the reaction product. The product is: [NH2:22][CH2:21][C:17]1[C:18](=[O:20])[NH:19][C:14]([C@H:10]2[C@H:11]([CH3:13])[CH2:12][N:8]([CH2:1][C:2]3[CH:7]=[CH:6][CH:5]=[CH:4][CH:3]=3)[CH2:9]2)=[N:15][N:16]=1. (4) Given the reactants [CH3:1][C:2]1[S:16][C:5]2=[N:6][CH:7]=[C:8]([C:11]([O:13][CH2:14][CH3:15])=[O:12])[C:9](=[O:10])[N:4]2[CH:3]=1.C1C(=O)N([Br:24])C(=O)C1, predict the reaction product. The product is: [Br:24][CH2:1][C:2]1[S:16][C:5]2=[N:6][CH:7]=[C:8]([C:11]([O:13][CH2:14][CH3:15])=[O:12])[C:9](=[O:10])[N:4]2[CH:3]=1. (5) Given the reactants [ClH:1].O1CCOCC1.[C:8]1([NH:14][C:15]([N:17]2[CH2:22][CH2:21][N:20](C(OC(C)(C)C)=O)[CH2:19][CH:18]2[CH2:30][O:31][C:32]2[CH:33]=[N:34][CH:35]=[CH:36][CH:37]=2)=[O:16])[CH:13]=[CH:12][CH:11]=[CH:10][CH:9]=1, predict the reaction product. The product is: [ClH:1].[ClH:1].[C:8]1([NH:14][C:15]([N:17]2[CH2:22][CH2:21][NH:20][CH2:19][CH:18]2[CH2:30][O:31][C:32]2[CH:33]=[N:34][CH:35]=[CH:36][CH:37]=2)=[O:16])[CH:9]=[CH:10][CH:11]=[CH:12][CH:13]=1. (6) Given the reactants [OH:1][C:2]1[CH:7]=[CH:6][C:5]([C:8](=[O:10])[CH3:9])=[CH:4][CH:3]=1.C(=O)([O-])[O-].[K+].[K+].[CH:17](I)([CH3:19])[CH3:18], predict the reaction product. The product is: [CH:17]([O:1][C:2]1[CH:7]=[CH:6][C:5]([C:8](=[O:10])[CH3:9])=[CH:4][CH:3]=1)([CH3:19])[CH3:18]. (7) The product is: [CH2:25]([C:15]1([CH3:24])[C:16]2[C:21](=[CH:20][CH:19]=[CH:18][CH:17]=2)[C:22]([OH:23])=[C:13]([C:8]2[NH:7][C:6]3[CH:30]=[CH:31][C:3]([NH:2][S:32]([CH3:35])(=[O:34])=[O:33])=[CH:4][C:5]=3[S:10](=[O:12])(=[O:11])[N:9]=2)[C:14]1=[O:29])[CH2:26][CH2:27][CH3:28]. Given the reactants Cl.[NH2:2][C:3]1[CH:31]=[CH:30][C:6]2[NH:7][C:8]([C:13]3[C:14](=[O:29])[C:15]([CH2:25][CH2:26][CH2:27][CH3:28])([CH3:24])[C:16]4[C:21]([C:22]=3[OH:23])=[CH:20][CH:19]=[CH:18][CH:17]=4)=[N:9][S:10](=[O:12])(=[O:11])[C:5]=2[CH:4]=1.[S:32](Cl)([CH3:35])(=[O:34])=[O:33].N1C=CC=CC=1, predict the reaction product. (8) Given the reactants [C:1]([C:9]1[CH:16]=[CH:15][C:12]([CH:13]=O)=[CH:11][CH:10]=1)#[C:2][CH2:3][CH2:4][CH2:5][CH2:6][CH2:7][CH3:8].[Cl:17][C:18]1[CH:19]=[C:20]([CH2:24][CH2:25][NH2:26])[CH:21]=[CH:22][CH:23]=1, predict the reaction product. The product is: [Cl:17][C:18]1[CH:19]=[C:20]([CH2:24][CH2:25][NH:26][CH2:13][C:12]2[CH:15]=[CH:16][C:9]([C:1]#[C:2][CH2:3][CH2:4][CH2:5][CH2:6][CH2:7][CH3:8])=[CH:10][CH:11]=2)[CH:21]=[CH:22][CH:23]=1. (9) Given the reactants [NH2:1][C:2]1[CH:7]=[CH:6][C:5]([S:8]([N:11]([CH3:32])[C:12]2[CH:31]=[CH:30][C:15]3[N:16]([CH2:23][CH:24]4[CH2:29][CH2:28][O:27][CH2:26][CH2:25]4)[C:17]([C:19]([F:22])([F:21])[F:20])=[N:18][C:14]=3[CH:13]=2)(=[O:10])=[O:9])=[CH:4][CH:3]=1.[CH3:33][C:34]([CH3:39])([CH3:38])[C:35](Cl)=[O:36], predict the reaction product. The product is: [CH3:33][C:34]([CH3:39])([CH3:38])[C:35]([NH:1][C:2]1[CH:3]=[CH:4][C:5]([S:8]([N:11]([CH3:32])[C:12]2[CH:31]=[CH:30][C:15]3[N:16]([CH2:23][CH:24]4[CH2:29][CH2:28][O:27][CH2:26][CH2:25]4)[C:17]([C:19]([F:21])([F:20])[F:22])=[N:18][C:14]=3[CH:13]=2)(=[O:10])=[O:9])=[CH:6][CH:7]=1)=[O:36].